This data is from Full USPTO retrosynthesis dataset with 1.9M reactions from patents (1976-2016). The task is: Predict the reactants needed to synthesize the given product. (1) Given the product [CH3:1][C:2]1[S:10][C:9]2[CH2:8][CH2:7][NH:6][CH:5]([CH3:11])[C:4]=2[C:3]=1[CH3:12], predict the reactants needed to synthesize it. The reactants are: [CH3:1][C:2]1[S:10][C:9]2[CH2:8][CH2:7][N:6]=[C:5]([CH3:11])[C:4]=2[C:3]=1[CH3:12].C(O[BH-](OC(=O)C)OC(=O)C)(=O)C.[Na+]. (2) Given the product [Cl:19][C:20]1[CH:21]=[C:22]([O:23][CH2:24][CH2:25][N:26]2[CH2:31][CH2:30][O:29][CH2:28][CH2:27]2)[CH:32]=[CH:33][C:34]=1[NH2:35], predict the reactants needed to synthesize it. The reactants are: CC1C=C(OCCCN2CCOCC2)C=CC=1N.[Cl:19][C:20]1[CH:21]=[C:22]([CH:32]=[CH:33][C:34]=1[N+:35]([O-])=O)[O:23][CH2:24][CH2:25][N:26]1[CH2:31][CH2:30][O:29][CH2:28][CH2:27]1.C([O-])=O.[NH4+]. (3) Given the product [CH2:34]([O:33][C:14]([CH3:32])([CH2:15][C:16]1[CH:21]=[CH:20][C:19]([O:22][CH2:23][CH2:24][CH:25]2[CH2:29][N:28]([CH2:6][C:5]3[CH:8]=[CH:9][C:2]([Cl:1])=[CH:3][CH:4]=3)[C:27](=[O:30])[N:26]2[CH3:31])=[CH:18][CH:17]=1)[C:13]([OH:38])=[O:12])[CH2:35][CH2:36][CH3:37], predict the reactants needed to synthesize it. The reactants are: [Cl:1][C:2]1[CH:9]=[CH:8][C:5]([CH2:6]Cl)=[CH:4][CH:3]=1.C([O:12][C:13](=[O:38])[C:14]([O:33][CH2:34][CH2:35][CH2:36][CH3:37])([CH3:32])[CH2:15][C:16]1[CH:21]=[CH:20][C:19]([O:22][CH2:23][CH2:24][CH:25]2[CH2:29][NH:28][C:27](=[O:30])[N:26]2[CH3:31])=[CH:18][CH:17]=1)C.[H-].[Na+]. (4) Given the product [C:5]1([C:3]2([C:11]3[CH:16]=[CH:15][CH:14]=[CH:13][CH:12]=3)[CH2:4][C:2]2([P:23]([C:28]([CH3:31])([CH3:30])[CH3:29])[C:24]([CH3:27])([CH3:26])[CH3:25])[CH3:32])[CH:10]=[CH:9][CH:8]=[CH:7][CH:6]=1, predict the reactants needed to synthesize it. The reactants are: Br[CH:2]1[CH2:4][C:3]1([C:11]1[CH:16]=[CH:15][CH:14]=[CH:13][CH:12]=1)[C:5]1[CH:10]=[CH:9][CH:8]=[CH:7][CH:6]=1.[Mg].II.[Br-].[Li+].Cl[P:23]([C:28]([CH3:31])([CH3:30])[CH3:29])[C:24]([CH3:27])([CH3:26])[CH3:25].[CH3:32]CCCCC. (5) Given the product [Cl:17][C:18]1[CH:23]=[C:22]([C:24]2([C:26]([F:29])([F:27])[F:28])[O:1][N:2]=[C:3]([C:4]3[CH:15]=[CH:14][C:7]4[B:8]([OH:13])[O:9][C:10]([CH3:12])([CH3:11])[C:6]=4[CH:5]=3)[CH2:25]2)[CH:21]=[C:20]([Cl:30])[C:19]=1[O:31][CH2:32][C:33]([F:34])([F:36])[F:35], predict the reactants needed to synthesize it. The reactants are: [OH:1]/[N:2]=[C:3](\Cl)/[C:4]1[CH:15]=[CH:14][C:7]2[B:8]([OH:13])[O:9][C:10]([CH3:12])([CH3:11])[C:6]=2[CH:5]=1.[Cl:17][C:18]1[CH:23]=[C:22]([C:24]([C:26]([F:29])([F:28])[F:27])=[CH2:25])[CH:21]=[C:20]([Cl:30])[C:19]=1[O:31][CH2:32][C:33]([F:36])([F:35])[F:34].CC(=O)OCC. (6) Given the product [O:11]=[C:12]1[CH2:16][O:15][CH2:14][CH:13]1[NH:17][C:18](=[O:27])[O:19][CH2:20][C:21]1[CH:22]=[CH:23][CH:24]=[CH:25][CH:26]=1, predict the reactants needed to synthesize it. The reactants are: CS(C)=O.C(Cl)(=O)C(Cl)=O.[OH:11][C@@H:12]1[CH2:16][O:15][CH2:14][C@H:13]1[NH:17][C:18](=[O:27])[O:19][CH2:20][C:21]1[CH:26]=[CH:25][CH:24]=[CH:23][CH:22]=1.C(N(CC)CC)C. (7) Given the product [C:7]([NH:6][CH2:5][CH2:4][CH2:3][NH:2][C:24](=[O:25])[C:23]1[CH:22]=[CH:21][C:20]([C:12](=[O:19])[C:13]2[CH:18]=[CH:17][CH:16]=[CH:15][CH:14]=2)=[CH:28][CH:27]=1)(=[O:11])[C:8]([CH3:10])=[CH2:9], predict the reactants needed to synthesize it. The reactants are: Cl.[NH2:2][CH2:3][CH2:4][CH2:5][NH:6][C:7](=[O:11])[C:8]([CH3:10])=[CH2:9].[C:12]([C:20]1[CH:28]=[CH:27][C:23]([C:24](Cl)=[O:25])=[CH:22][CH:21]=1)(=[O:19])[C:13]1[CH:18]=[CH:17][CH:16]=[CH:15][CH:14]=1.C1C2NC3C(=CC=CC=3)SC=2C=CC=1.C(N(CC)CC)C. (8) Given the product [Cl:21][C:11]1[C:12]2[C:17](=[CH:16][CH:15]=[CH:14][CH:13]=2)[N:8]=[CH:9][N:10]=1, predict the reactants needed to synthesize it. The reactants are: C(O)(=O)C.C(N)=N.[N:8]1[C:17]2[C:12](=[CH:13][CH:14]=[CH:15][CH:16]=2)[C:11](=O)[NH:10][CH:9]=1.O=P(Cl)(Cl)[Cl:21].